Dataset: Forward reaction prediction with 1.9M reactions from USPTO patents (1976-2016). Task: Predict the product of the given reaction. Given the reactants [CH3:1][C:2]([CH3:32])([CH3:31])[C:3](=[O:30])[CH2:4][O:5][C:6]1[CH:11]=[CH:10][C:9]([C:12]([C:17]2[O:18][C:19]3C=C[C:23]([C:26]([OH:28])=O)=[CH:22][C:20]=3[N:21]=2)([CH2:15][CH3:16])[CH2:13][CH3:14])=[CH:8][C:7]=1[CH3:29].[CH2:33](Cl)[CH2:34]Cl.Cl.[CH3:38][NH:39][CH3:40], predict the reaction product. The product is: [CH3:38][N:39]([CH3:40])[C:26]([C:23]1[CH:22]=[CH:20][C:19]2[O:18][C:17]([C:12]([C:9]3[CH:10]=[CH:11][C:6]([O:5][CH2:4][C:3](=[O:30])[C:2]([CH3:32])([CH3:1])[CH3:31])=[C:7]([CH3:29])[CH:8]=3)([CH2:15][CH3:16])[CH2:13][CH3:14])=[N:21][C:33]=2[CH:34]=1)=[O:28].